This data is from Catalyst prediction with 721,799 reactions and 888 catalyst types from USPTO. The task is: Predict which catalyst facilitates the given reaction. Reactant: OO.[OH2:3].[OH-:4].[Li+].C([C@@H]1COC(=O)N1[C:19]([C@@H:21]1[C@@H:25]([C:26]2[CH:31]=[CH:30][C:29]([Cl:32])=[C:28]([F:33])[CH:27]=2)[CH2:24][N:23]([CH2:34][C:35]2[CH:40]=[CH:39][CH:38]=[CH:37][CH:36]=2)[CH2:22]1)=O)C1C=CC=CC=1. Product: [CH2:34]([N:23]1[CH2:24][C@H:25]([C:26]2[CH:31]=[CH:30][C:29]([Cl:32])=[C:28]([F:33])[CH:27]=2)[C@@H:21]([C:19]([OH:4])=[O:3])[CH2:22]1)[C:35]1[CH:36]=[CH:37][CH:38]=[CH:39][CH:40]=1. The catalyst class is: 1.